Dataset: Forward reaction prediction with 1.9M reactions from USPTO patents (1976-2016). Task: Predict the product of the given reaction. (1) Given the reactants [Cl:1][C:2]1[C:6]2[CH:7]=[C:8]([N+:11]([O-])=O)[CH:9]=[CH:10][C:5]=2[S:4][N:3]=1.[Cl-].[NH4+], predict the reaction product. The product is: [Cl:1][C:2]1[C:6]2[CH:7]=[C:8]([NH2:11])[CH:9]=[CH:10][C:5]=2[S:4][N:3]=1. (2) Given the reactants [O:1]=[C:2]1[C:10]2[C:5](=[N:6][C:7]([CH2:11][CH2:12][CH:13]=O)=[CH:8][CH:9]=2)[CH2:4][O:3]1.[CH3:15][N:16]1[CH2:21][CH2:20][NH:19][CH2:18][CH2:17]1, predict the reaction product. The product is: [CH3:15][N:16]1[CH2:21][CH2:20][N:19]([CH2:13][CH2:12][CH2:11][C:7]2[N:6]=[C:5]3[CH2:4][O:3][C:2](=[O:1])[C:10]3=[CH:9][CH:8]=2)[CH2:18][CH2:17]1. (3) Given the reactants [CH3:1][O:2][C:3](=[O:21])[C:4]1[CH:9]=[C:8]([C:10]2[CH:15]=[C:14](Cl)[N:13]=[C:12]([NH2:17])[N:11]=2)[C:7]([CH3:18])=[CH:6][C:5]=1[O:19][CH3:20].C(=O)([O-])[O-].[K+].[K+].CN(C)C=O.[C:33]([O:37][C:38](=[O:43])[NH:39][CH2:40][CH2:41][SH:42])([CH3:36])([CH3:35])[CH3:34], predict the reaction product. The product is: [CH3:1][O:2][C:3](=[O:21])[C:4]1[CH:9]=[C:8]([C:10]2[CH:15]=[C:14]([S:42][CH2:41][CH2:40][NH:39][C:38]([O:37][C:33]([CH3:36])([CH3:35])[CH3:34])=[O:43])[N:13]=[C:12]([NH2:17])[N:11]=2)[C:7]([CH3:18])=[CH:6][C:5]=1[O:19][CH3:20]. (4) Given the reactants [CH3:1][C:2]1[N:3]([C:13]2[CH:18]=[CH:17][CH:16]=[C:15]([C:19]([F:22])([F:21])[F:20])[CH:14]=2)[C:4](=[O:12])[C:5]([C:8](OC)=[O:9])=[N:6][CH:7]=1.[CH3:23][NH2:24], predict the reaction product. The product is: [CH3:23][NH:24][C:8]([C:5]1[C:4](=[O:12])[N:3]([C:13]2[CH:18]=[CH:17][CH:16]=[C:15]([C:19]([F:22])([F:20])[F:21])[CH:14]=2)[C:2]([CH3:1])=[CH:7][N:6]=1)=[O:9].